Task: Binary Classification. Given a miRNA mature sequence and a target amino acid sequence, predict their likelihood of interaction.. Dataset: Experimentally validated miRNA-target interactions with 360,000+ pairs, plus equal number of negative samples The miRNA is hsa-miR-4533 with sequence UGGAAGGAGGUUGCCGGACGCU. The protein sequence of the target gene is MSPSGRLCLLTIVGLILPTRGQTLKDTTSSSSADSTIMDIQVPTRAPDAVYTELQPTSPTPTWPADETPQPQTQTQQLEGTDGPLVTDPETHKSTKAAHPTDDTTTLSERPSPSTDVQTDPQTLKPSGFHEDDPFFYDEHTLRKRGLLVAAVLFITGIIILTSGKCRQLSRLCRNRCR. Result: 0 (no interaction).